From a dataset of Reaction yield outcomes from USPTO patents with 853,638 reactions. Predict the reaction yield, written as a fraction of the theoretical maximum amount of product (1.0 means a 100% yield; for example, 0.34 means a 34% yield). (1) The reactants are Br[C:2]1[CH:3]=[C:4]([F:10])[C:5](=[O:9])[N:6]([CH3:8])[CH:7]=1.[CH3:11][C:12]1([CH3:28])[C:16]([CH3:18])([CH3:17])[O:15][B:14]([B:14]2[O:15][C:16]([CH3:18])([CH3:17])[C:12]([CH3:28])([CH3:11])[O:13]2)[O:13]1.CC([O-])=O.[K+].O. The catalyst is O1CCOCC1.C1C=CC(P(C2C=CC=CC=2)[C-]2C=CC=C2)=CC=1.C1C=CC(P(C2C=CC=CC=2)[C-]2C=CC=C2)=CC=1.Cl[Pd]Cl.[Fe+2]. The product is [F:10][C:4]1[C:5](=[O:9])[N:6]([CH3:8])[CH:7]=[C:2]([B:14]2[O:15][C:16]([CH3:18])([CH3:17])[C:12]([CH3:28])([CH3:11])[O:13]2)[CH:3]=1. The yield is 0.550. (2) The reactants are [O:1]=[C:2]1[C:10]2([CH2:15][CH2:14][CH2:13][CH2:12][CH2:11]2)[C:9]2[C:4](=[CH:5][CH:6]=[C:7]([C:16]3[CH:17]=[C:18]([CH:22]=[CH:23][CH:24]=3)[CH:19]=[N:20]O)[CH:8]=2)[NH:3]1.[Se](=O)=O. The catalyst is C(Cl)(Cl)Cl. The product is [O:1]=[C:2]1[C:10]2([CH2:11][CH2:12][CH2:13][CH2:14][CH2:15]2)[C:9]2[C:4](=[CH:5][CH:6]=[C:7]([C:16]3[CH:17]=[C:18]([CH:22]=[CH:23][CH:24]=3)[C:19]#[N:20])[CH:8]=2)[NH:3]1. The yield is 0.350. (3) The reactants are [C:1]1([N:7]2[C:15](=[O:16])[C:14]3[C@@H:13]4[C:17]([CH3:19])([CH3:18])[C@@:10]([CH3:20])([CH2:11][CH2:12]4)[C:9]=3[NH:8]2)[CH:6]=[CH:5][CH:4]=[CH:3][CH:2]=1.Br[CH2:22][CH:23]=[C:24]([CH3:26])[CH3:25]. The catalyst is [I-].C([N+](CCCC)(CCCC)CCCC)CCC.CN(C)C=O. The product is [CH3:20][C@@:10]12[C:17]([CH3:19])([CH3:18])[C@@H:13]([C:14]3[C:15](=[O:16])[N:7]([C:1]4[CH:2]=[CH:3][CH:4]=[CH:5][CH:6]=4)[N:8]([CH2:22][CH:23]=[C:24]([CH3:26])[CH3:25])[C:9]=31)[CH2:12][CH2:11]2. The yield is 0.0700.